This data is from Full USPTO retrosynthesis dataset with 1.9M reactions from patents (1976-2016). The task is: Predict the reactants needed to synthesize the given product. (1) Given the product [CH2:1]([O:3][C:4]1[C:9]([NH:10][C:11]([N:33]2[CH2:34][CH2:35][N:30]([C:27]3[S:28][CH:29]=[C:25]([C:19]4[CH:24]=[CH:23][CH:22]=[CH:21][CH:20]=4)[N:26]=3)[CH2:31][CH2:32]2)=[O:18])=[CH:8][N:7]=[CH:6][N:5]=1)[CH3:2], predict the reactants needed to synthesize it. The reactants are: [CH2:1]([O:3][C:4]1[C:9]([NH:10][C:11](=[O:18])OCC(Cl)(Cl)Cl)=[CH:8][N:7]=[CH:6][N:5]=1)[CH3:2].[C:19]1([C:25]2[N:26]=[C:27]([N:30]3[CH2:35][CH2:34][NH:33][CH2:32][CH2:31]3)[S:28][CH:29]=2)[CH:24]=[CH:23][CH:22]=[CH:21][CH:20]=1.C(N(C(C)C)CC)(C)C.CS(C)=O. (2) The reactants are: I[C:2]1[CH:12]=[CH:11][C:5]2[N:6]=[C:7]([S:9][CH3:10])[S:8][C:4]=2[CH:3]=1.[CH2:13]([OH:16])[CH:14]=[CH2:15].C1(C)C=CC=CC=1P(C1C=CC=CC=1C)C1C=CC=CC=1C.C([O-])(O)=O.[Na+]. Given the product [CH3:10][S:9][C:7]1[S:8][C:4]2[CH:3]=[C:2]([CH2:15][CH2:14][CH:13]=[O:16])[CH:12]=[CH:11][C:5]=2[N:6]=1, predict the reactants needed to synthesize it. (3) The reactants are: [Cl:1][C:2]1[CH:3]=[CH:4][C:5]2[N:6]([C:8]([NH2:11])=[N:9][N:10]=2)[N:7]=1.Br[CH2:13][C:14]([C:16]1[CH:21]=[C:20]([C:22]([CH3:25])([CH3:24])[CH3:23])[C:19]([OH:26])=[C:18]([C:27]([CH3:30])([CH3:29])[CH3:28])[CH:17]=1)=[O:15]. Given the product [Cl:1][C:2]1[CH:3]=[CH:4][C:5]2[N:6]([C:8](=[NH:11])[N:9]([CH2:13][C:14]([C:16]3[CH:21]=[C:20]([C:22]([CH3:24])([CH3:23])[CH3:25])[C:19]([OH:26])=[C:18]([C:27]([CH3:30])([CH3:29])[CH3:28])[CH:17]=3)=[O:15])[N:10]=2)[N:7]=1, predict the reactants needed to synthesize it. (4) Given the product [CH3:1][N:2]([CH2:10][C:11]1[C:20]2[C:15](=[CH:16][CH:17]=[CH:18][CH:19]=2)[NH:14][C:13](=[O:21])[CH:12]=1)[C:3]1[CH:8]=[CH:7][CH:6]=[CH:5][CH:4]=1, predict the reactants needed to synthesize it. The reactants are: [CH3:1][NH:2][C:3]1[CH:8]=[CH:7][CH:6]=[CH:5][CH:4]=1.Br[CH2:10][C:11]1[C:20]2[C:15](=[CH:16][CH:17]=[CH:18][CH:19]=2)[NH:14][C:13](=[O:21])[CH:12]=1.CCN(C(C)C)C(C)C. (5) Given the product [OH:8][C:9]1[C:17]2[C:12](=[CH:13][CH:14]=[CH:15][CH:16]=2)[NH:11][C:10]=1[C:25]1[C:26](=[O:28])[NH:37][C:32]2[C:31]([N:38]=1)=[CH:36][CH:35]=[CH:34][CH:33]=2, predict the reactants needed to synthesize it. The reactants are: [Si]([O:8][C:9]1[C:17]2[C:12](=[CH:13][CH:14]=[CH:15][CH:16]=2)[N:11](C(OC(C)(C)C)=O)[C:10]=1[C:25](=O)[C:26]([O:28]C)=O)(C(C)(C)C)(C)C.[C:31]1([NH2:38])[CH:36]=[CH:35][CH:34]=[CH:33][C:32]=1[NH2:37]. (6) Given the product [NH2:9][C:7]1[CH:6]=[C:5]([C:12]([O:14][CH2:15][CH3:16])=[O:13])[N:4]([CH:1]([CH3:3])[CH3:2])[CH:8]=1, predict the reactants needed to synthesize it. The reactants are: [CH:1]([N:4]1[CH:8]=[C:7]([N+:9]([O-])=O)[CH:6]=[C:5]1[C:12]([O:14][CH2:15][CH3:16])=[O:13])([CH3:3])[CH3:2].[H][H]. (7) Given the product [Br:11][C:12]1[CH:17]=[CH:16][CH:15]=[C:14]([S:18][CH2:8][CH2:9][CH3:10])[CH:13]=1, predict the reactants needed to synthesize it. The reactants are: C(=O)([O-])[O-].[K+].[K+].I[CH2:8][CH2:9][CH3:10].[Br:11][C:12]1[CH:13]=[C:14]([SH:18])[CH:15]=[CH:16][CH:17]=1. (8) Given the product [C:53]([C:52]1[CH:55]=[C:56]([CH2:59][O:60][CH3:61])[CH:57]=[CH:58][C:51]=1[CH2:9][NH:8][C:6](=[O:7])[O:5][C:1]([CH3:4])([CH3:3])[CH3:2])#[N:54], predict the reactants needed to synthesize it. The reactants are: [C:1]([O:5][C:6]([NH:8][CH2:9][B-](F)(F)F)=[O:7])([CH3:4])([CH3:3])[CH3:2].[K+].C(=O)([O-])[O-].[Cs+].[Cs+].C1(P(C2CCCCC2)C2C=CC=CC=2C2C(OC)=CC=CC=2OC)CCCCC1.Br[C:51]1[CH:58]=[CH:57][C:56]([CH2:59][O:60][CH3:61])=[CH:55][C:52]=1[C:53]#[N:54].